This data is from Forward reaction prediction with 1.9M reactions from USPTO patents (1976-2016). The task is: Predict the product of the given reaction. Given the reactants [C:1]([CH2:3][CH2:4][O:5][CH2:6][CH2:7][NH:8][C:9]1[C:18]([O:19][CH3:20])=[C:17]2[C:12]([C:13](=[O:27])[C:14]([C:24]([OH:26])=[O:25])=[CH:15][N:16]2[CH:21]2[CH2:23][CH2:22]2)=[CH:11][C:10]=1[F:28])#N.[OH2:29].[OH:30]S(O)(=O)=O, predict the reaction product. The product is: [C:1]([CH2:3][CH2:4][O:5][CH2:6][CH2:7][NH:8][C:9]1[C:18]([O:19][CH3:20])=[C:17]2[C:12]([C:13](=[O:27])[C:14]([C:24]([OH:26])=[O:25])=[CH:15][N:16]2[CH:21]2[CH2:23][CH2:22]2)=[CH:11][C:10]=1[F:28])([OH:30])=[O:29].